This data is from Full USPTO retrosynthesis dataset with 1.9M reactions from patents (1976-2016). The task is: Predict the reactants needed to synthesize the given product. (1) The reactants are: Cl[C:2]1[C:14]2[C:13]3[CH2:12][CH:11]([C:15]([N:17]4[CH2:22][CH2:21][N:20]([CH3:23])[CH2:19][CH2:18]4)=[O:16])[CH2:10][CH2:9][C:8]=3[NH:7][C:6]=2[N:5]=[CH:4][N:3]=1.[NH:24]1[C:28]2=[CH:29][N:30]=[C:31]([NH2:33])[CH:32]=[C:27]2[CH:26]=[N:25]1. Given the product [CH3:23][N:20]1[CH2:19][CH2:18][N:17]([C:15]([CH:11]2[CH2:10][CH2:9][C:8]3[NH:7][C:6]4[N:5]=[CH:4][N:3]=[C:2]([NH:33][C:31]5[CH:32]=[C:27]6[CH:26]=[N:25][NH:24][C:28]6=[CH:29][N:30]=5)[C:14]=4[C:13]=3[CH2:12]2)=[O:16])[CH2:22][CH2:21]1, predict the reactants needed to synthesize it. (2) The reactants are: [Cl:1][C:2]1[CH:7]=[CH:6][C:5]([C:8]2[CH:13]=[CH:12][CH:11]=[CH:10][C:9]=2[O:14][C@H:15]([CH3:20])[C:16]([O:18]C)=[O:17])=[CH:4][C:3]=1[C:21]([NH:23][CH2:24][C:25]12[CH2:34][CH:29]3[CH2:30][CH:31]([CH2:33][CH:27]([CH2:28]3)[CH2:26]1)[CH2:32]2)=[O:22].[OH-].[K+].CO. Given the product [Cl:1][C:2]1[CH:7]=[CH:6][C:5]([C:8]2[CH:13]=[CH:12][CH:11]=[CH:10][C:9]=2[O:14][C@H:15]([CH3:20])[C:16]([OH:18])=[O:17])=[CH:4][C:3]=1[C:21]([NH:23][CH2:24][C:25]12[CH2:32][CH:31]3[CH2:33][CH:27]([CH2:28][CH:29]([CH2:30]3)[CH2:34]1)[CH2:26]2)=[O:22], predict the reactants needed to synthesize it. (3) Given the product [OH:4][C:3]1[CH:5]=[CH:6][CH:7]=[CH:8][C:2]=1[C:1]([NH:16][C@@H:15]([CH2:17][SH:18])[C:14]([O:13][CH3:12])=[O:19])=[O:10], predict the reactants needed to synthesize it. The reactants are: [C:1]([OH:10])(=O)[C:2]1[C:3](=[CH:5][CH:6]=[CH:7][CH:8]=1)[OH:4].Cl.[CH3:12][O:13][C:14](=[O:19])[C@H:15]([CH2:17][SH:18])[NH2:16].CCN=C=NCCCN(C)C.CN1CCOCC1. (4) The reactants are: CON(C)[C:4](=[O:16])[C:5]1[CH:10]=[CH:9][C:8]([O:11][C:12]([F:15])([F:14])[F:13])=[CH:7][CH:6]=1.[CH2:18]([Mg]Br)[CH3:19].O1CCCC1.Cl. Given the product [F:15][C:12]([F:13])([F:14])[O:11][C:8]1[CH:7]=[CH:6][C:5]([C:4](=[O:16])[CH2:18][CH3:19])=[CH:10][CH:9]=1, predict the reactants needed to synthesize it.